From a dataset of Reaction yield outcomes from USPTO patents with 853,638 reactions. Predict the reaction yield, written as a fraction of the theoretical maximum amount of product (1.0 means a 100% yield; for example, 0.34 means a 34% yield). (1) The reactants are [CH2:1]([CH:7]([CH2:10][CH2:11][CH2:12][CH2:13][CH2:14][CH2:15][CH2:16][CH3:17])[CH2:8]O)[CH2:2][CH2:3][CH2:4][CH2:5][CH3:6].[BrH:18]. No catalyst specified. The product is [Br:18][CH2:8][CH:7]([CH2:10][CH2:11][CH2:12][CH2:13][CH2:14][CH2:15][CH2:16][CH3:17])[CH2:1][CH2:2][CH2:3][CH2:4][CH2:5][CH3:6]. The yield is 0.950. (2) The reactants are C([N:8]1[CH2:13][CH2:12][CH:11]([OH:14])[CH2:10][CH2:9]1)(OC(C)(C)C)=O.[C:15]([C:17]1[CH:22]=[CH:21][CH:20]=[CH:19][C:18]=1O)#[N:16].C1(P(C2C=CC=CC=2)C2C=CC=CC=2)C=CC=CC=1.N(C(OC(C)(C)C)=O)=NC(OC(C)(C)C)=O. The catalyst is O1CCCC1. The product is [NH:8]1[CH2:9][CH2:10][CH:11]([O:14][C:18]2[CH:19]=[CH:20][CH:21]=[CH:22][C:17]=2[C:15]#[N:16])[CH2:12][CH2:13]1. The yield is 1.00.